This data is from Catalyst prediction with 721,799 reactions and 888 catalyst types from USPTO. The task is: Predict which catalyst facilitates the given reaction. (1) Reactant: [CH3:1][O:2][C:3]1[CH:4]=[C:5]2[C:10](=[CH:11][CH:12]=1)[O:9][CH2:8][CH:7]([CH2:13][NH2:14])[CH2:6]2.C(N(CC)CC)C.[C:22](Cl)(=[O:26])[CH2:23][CH2:24][CH3:25].Cl. Product: [CH3:1][O:2][C:3]1[CH:4]=[C:5]2[C:10](=[CH:11][CH:12]=1)[O:9][CH2:8][CH:7]([CH2:13][NH:14][C:22](=[O:26])[CH2:23][CH2:24][CH3:25])[CH2:6]2. The catalyst class is: 4. (2) Reactant: [C:1]([Cu])#[N:2].[CH2:4]([CH:11]1[N:16]([CH3:17])[C:15](=[O:18])[C:14](=[CH:19][C:20]2[CH:25]=[CH:24][CH:23]=[CH:22][C:21]=2Br)[N:13]([CH3:27])[C:12]1=[O:28])[C:5]1[CH:10]=[CH:9][CH:8]=[CH:7][CH:6]=1.[C-]#N.[Na+]. Product: [CH2:4]([CH:11]1[C:12](=[O:28])[N:13]([CH3:27])[C:14](=[CH:19][C:20]2[CH:25]=[CH:24][CH:23]=[CH:22][C:21]=2[C:1]#[N:2])[C:15](=[O:18])[N:16]1[CH3:17])[C:5]1[CH:10]=[CH:9][CH:8]=[CH:7][CH:6]=1. The catalyst class is: 37. (3) Reactant: [C:1]([O:5][C:6]([N:8]1[CH2:16][CH2:15][C:14](=O)[CH2:13][C:9]21[CH2:12][CH2:11][CH2:10]2)=[O:7])([CH3:4])([CH3:3])[CH3:2].C([O-])(=O)C.[NH4+].C([BH3-])#[N:24].[Na+].Cl. Product: [C:1]([O:5][C:6]([N:8]1[CH2:16][CH2:15][CH:14]([NH2:24])[CH2:13][C:9]21[CH2:12][CH2:11][CH2:10]2)=[O:7])([CH3:4])([CH3:3])[CH3:2]. The catalyst class is: 5.